The task is: Predict the product of the given reaction.. This data is from Forward reaction prediction with 1.9M reactions from USPTO patents (1976-2016). (1) Given the reactants [O:1]=[C:2]1[CH2:11][CH:10]([C:12]([OH:14])=O)[C:9]2[C:4](=[CH:5][CH:6]=[CH:7][CH:8]=2)[NH:3]1.[CH3:15][N:16]([CH3:34])[C:17]1[CH:22]=[CH:21][C:20]([CH2:23][NH:24][C:25]2[CH:30]=[CH:29][C:28]([CH:31]([CH3:33])[CH3:32])=[CH:27][CH:26]=2)=[CH:19][CH:18]=1, predict the reaction product. The product is: [CH3:15][N:16]([CH3:34])[C:17]1[CH:18]=[CH:19][C:20]([CH2:23][N:24]([C:25]2[CH:30]=[CH:29][C:28]([CH:31]([CH3:32])[CH3:33])=[CH:27][CH:26]=2)[C:12]([CH:10]2[C:9]3[C:4](=[CH:5][CH:6]=[CH:7][CH:8]=3)[NH:3][C:2](=[O:1])[CH2:11]2)=[O:14])=[CH:21][CH:22]=1. (2) Given the reactants [Cl:1][C:2]1[CH:3]=[C:4]2[C:8](=[CH:9][CH:10]=1)[NH:7][C:6](=[O:11])/[C:5]/2=[C:12](/[C:17]#[N:18])\[C:13]([O:15][CH3:16])=[O:14].[N+:19]([CH3:22])([O-:21])=[O:20].N1CCCCC1, predict the reaction product. The product is: [Cl:1][C:2]1[CH:3]=[C:4]2[C:8](=[CH:9][CH:10]=1)[NH:7][C:6](=[O:11])[C:5]2([CH:12]([C:17]#[N:18])[C:13]([O:15][CH3:16])=[O:14])[CH2:22][N+:19]([O-:21])=[O:20]. (3) Given the reactants [CH3:1][O:2][C:3](=[O:14])[CH:4]=[CH:5][C:6]1[CH:11]=[CH:10][C:9]([CH:12]=O)=[CH:8][CH:7]=1.[NH2:15][CH2:16][CH2:17][CH2:18][OH:19], predict the reaction product. The product is: [CH3:1][O:2][C:3](=[O:14])[CH:4]=[CH:5][C:6]1[CH:11]=[CH:10][C:9]([CH2:12][NH:15][CH2:16][CH2:17][CH2:18][OH:19])=[CH:8][CH:7]=1. (4) Given the reactants C(OC(=O)[CH:7]([C:9]1[CH:14]=[CH:13][C:12]([OH:15])=[CH:11][CH:10]=1)[CH3:8])(C)(C)C.[C:17](=[O:20])([O-])[O-:18].[K+].[K+].Br[CH2:24][C:25]([O:27][CH3:28])=[O:26], predict the reaction product. The product is: [C:9]([O:18][C:17](=[O:20])[CH2:8][CH2:7][C:9]1[CH:10]=[CH:11][C:12]([O:15][CH2:24][C:25]([O:27][CH3:28])=[O:26])=[CH:13][CH:14]=1)([CH3:14])([CH3:10])[CH3:7]. (5) Given the reactants [NH:1]1[CH2:6][CH2:5][CH2:4][C@@H:3]([NH:7][C:8](=[O:14])[O:9][C:10]([CH3:13])([CH3:12])[CH3:11])[CH2:2]1.[Br:15][C:16]1[C:17](F)=[C:18]2[C:24]([NH:25][C:26](=[O:33])[C:27]3[CH:32]=[CH:31][CH:30]=[CH:29][CH:28]=3)=[CH:23][NH:22][C:19]2=[N:20][CH:21]=1.CC#N.O, predict the reaction product. The product is: [C:26]([NH:25][C:24]1[C:18]2[C:19](=[N:20][CH:21]=[C:16]([Br:15])[C:17]=2[N:1]2[CH2:6][CH2:5][CH2:4][C@@H:3]([NH:7][C:8](=[O:14])[O:9][C:10]([CH3:11])([CH3:13])[CH3:12])[CH2:2]2)[NH:22][CH:23]=1)(=[O:33])[C:27]1[CH:28]=[CH:29][CH:30]=[CH:31][CH:32]=1. (6) Given the reactants [CH3:1][O:2][C:3]1[CH:4]=[C:5]2[C:10](=[CH:11][C:12]=1[O:13][CH3:14])[N:9]=[CH:8][CH:7]=[C:6]2[O:15][C:16]1[CH:22]=[CH:21][C:19]([NH2:20])=[CH:18][CH:17]=1.ClC(Cl)(O[C:27](=[O:33])[O:28][C:29](Cl)(Cl)Cl)Cl.[O:35]1[CH2:40][CH2:39][N:38]([CH2:41]CO)[CH2:37][CH2:36]1.C(=O)(O)[O-].[Na+], predict the reaction product. The product is: [CH3:1][O:2][C:3]1[CH:4]=[C:5]2[C:10](=[CH:11][C:12]=1[O:13][CH3:14])[N:9]=[CH:8][CH:7]=[C:6]2[O:15][C:16]1[CH:22]=[CH:21][C:19]([NH:20][C:27](=[O:33])[O:28][CH2:29][CH2:41][N:38]2[CH2:39][CH2:40][O:35][CH2:36][CH2:37]2)=[CH:18][CH:17]=1. (7) Given the reactants Br[C:2]1[C:7]([N+:8]([O-:10])=[O:9])=[CH:6][C:5]([Br:11])=[CH:4][N:3]=1.[F:12][C:13]1[CH:14]=[C:15](B(O)O)[CH:16]=[CH:17][C:18]=1[C:19]([O:21][CH3:22])=[O:20], predict the reaction product. The product is: [Br:11][C:5]1[CH:6]=[C:7]([N+:8]([O-:10])=[O:9])[C:2]([C:15]2[CH:16]=[CH:17][C:18]([C:19]([O:21][CH3:22])=[O:20])=[C:13]([F:12])[CH:14]=2)=[N:3][CH:4]=1.